This data is from Catalyst prediction with 721,799 reactions and 888 catalyst types from USPTO. The task is: Predict which catalyst facilitates the given reaction. (1) Reactant: [OH:1][C:2]1[CH:3]=[C:4]2[C:13](=[CH:14][CH:15]=1)[C:12]([C:16]1[CH:21]=[CH:20][CH:19]=[CH:18][C:17]=1[CH3:22])=[C:11]1[C:6](=[CH:7][C:8](=[O:23])[CH:9]=[CH:10]1)[O:5]2.[N+:24]([C:27]1[CH:28]=[C:29]([CH:32]=[C:33]([N+:35]([O-:37])=[O:36])[CH:34]=1)[CH2:30]Br)([O-:26])=[O:25].C(=O)([O-])[O-].[Cs+].[Cs+].[Al]. Product: [N+:24]([C:27]1[CH:28]=[C:29]([CH:32]=[C:33]([N+:35]([O-:37])=[O:36])[CH:34]=1)[CH2:30][O:1][C:2]1[CH:3]=[C:4]2[C:13](=[CH:14][CH:15]=1)[C:12]([C:16]1[CH:21]=[CH:20][CH:19]=[CH:18][C:17]=1[CH3:22])=[C:11]1[C:6](=[CH:7][C:8](=[O:23])[CH:9]=[CH:10]1)[O:5]2)([O-:26])=[O:25]. The catalyst class is: 35. (2) Reactant: [Br:1]C1C=CC(OC2C=CC=CC=2NS(C2C=CC(C(O)=O)=CC=2)(=O)=O)=C([Cl:28])C=1.FC(F)(F)C(O)=O.[Cl:36][C:37]1[CH:75]=[C:74](Cl)[CH:73]=[CH:72][C:38]=1[O:39][C:40]1[CH:45]=[CH:44][CH:43]=[CH:42][C:41]=1[NH:46][S:47]([C:50]1[CH:71]=[CH:70][C:53]([C:54]([N:56]([CH2:58][C:59]2[CH:64]=[CH:63][C:62]([C:65]3N[CH2:67][CH2:68][N:69]=3)=CC=2)C)=[O:55])=[CH:52][CH:51]=1)(=[O:49])=[O:48].CN(C(ON1N=NC2C=CC=CC1=2)=[N+](C)C)C.F[P-](F)(F)(F)(F)F.C(N(CC)CC)C. Product: [ClH:28].[Br:1][C:74]1[CH:73]=[CH:72][C:38]([O:39][C:40]2[CH:45]=[CH:44][CH:43]=[CH:42][C:41]=2[NH:46][S:47]([C:50]2[CH:71]=[CH:70][C:53]([C:54]([NH:56][CH2:58][CH2:59][CH2:64][CH:63]3[CH2:67][CH2:68][NH:69][CH2:65][CH2:62]3)=[O:55])=[CH:52][CH:51]=2)(=[O:49])=[O:48])=[C:37]([Cl:36])[CH:75]=1. The catalyst class is: 4.